From a dataset of Forward reaction prediction with 1.9M reactions from USPTO patents (1976-2016). Predict the product of the given reaction. (1) Given the reactants [Br:1][C:2]1[S:3][CH:4]=[C:5]([C@@H:7]2[CH2:9][C@H:8]2C(O)=O)[N:6]=1.[C:13]([OH:17])([CH3:16])([CH3:15])[CH3:14].C([N:20]([CH2:23]C)CC)C.C1(P(N=[N+]=[N-])(C2C=CC=CC=2)=[O:32])C=CC=CC=1, predict the reaction product. The product is: [C:13]([O:17][C:23](=[O:32])[NH:20][C@@H:8]1[CH2:9][C@H:7]1[C:5]1[N:6]=[C:2]([Br:1])[S:3][CH:4]=1)([CH3:16])([CH3:15])[CH3:14]. (2) Given the reactants [Cl-].[C:2]([C:6]1[N:11]=[C:10]([N:12]2[CH2:17][CH2:16][NH+:15]([CH:18]([CH3:31])[CH2:19][CH2:20][CH2:21][N:22]3[CH:27]=[C:26]([CH3:28])[C:25](=[O:29])[NH:24][C:23]3=[O:30])[CH2:14][CH2:13]2)[CH:9]=[C:8]([CH2:32][CH2:33][CH3:34])[N:7]=1)([CH3:5])([CH3:4])[CH3:3].CCCCCC.C(O)C.C(N(CC)CC)C, predict the reaction product. The product is: [C:2]([C:6]1[N:11]=[C:10]([N:12]2[CH2:13][CH2:14][N:15]([CH:18]([CH3:31])[CH2:19][CH2:20][CH2:21][N:22]3[CH:27]=[C:26]([CH3:28])[C:25](=[O:29])[NH:24][C:23]3=[O:30])[CH2:16][CH2:17]2)[CH:9]=[C:8]([CH2:32][CH2:33][CH3:34])[N:7]=1)([CH3:4])([CH3:5])[CH3:3]. (3) Given the reactants [CH3:1][N:2]([CH2:13][C:14]1[NH:18][C:17]2[CH:19]=[CH:20][CH:21]=[C:22]([C:23]([O:25]C)=O)[C:16]=2[N:15]=1)[CH:3]1[C:12]2[N:11]=[CH:10][CH:9]=[CH:8][C:7]=2[CH2:6][CH2:5][CH2:4]1.[N:27]1([CH:32]([CH3:35])CN)[CH2:31][CH2:30][CH2:29][CH2:28]1.[CH3:36][N:37](C)C=O, predict the reaction product. The product is: [CH3:1][N:2]([CH2:13][C:14]1[NH:18][C:17]2[CH:19]=[CH:20][CH:21]=[C:22]([C:23]([NH:37][CH2:36][CH2:35][CH2:32][N:27]3[CH2:28][CH2:29][CH2:30][CH2:31]3)=[O:25])[C:16]=2[N:15]=1)[CH:3]1[C:12]2[N:11]=[CH:10][CH:9]=[CH:8][C:7]=2[CH2:6][CH2:5][CH2:4]1.